This data is from Forward reaction prediction with 1.9M reactions from USPTO patents (1976-2016). The task is: Predict the product of the given reaction. (1) Given the reactants [Cl:1][C:2]1[C:3]([C:30]2[S:34][C:33]([C:35]3([O:39]COC)[CH2:38][CH2:37][CH2:36]3)=[N:32][CH:31]=2)=[C:4]2[CH:10]=[C:9]([C:11]3[CH:19]=[CH:18][C:14]([C:15]([OH:17])=[O:16])=[CH:13][CH:12]=3)[N:8]([S:20]([C:23]3[CH:29]=[CH:28][C:26]([CH3:27])=[CH:25][CH:24]=3)(=[O:22])=[O:21])[C:5]2=[N:6][CH:7]=1.CO, predict the reaction product. The product is: [Cl:1][C:2]1[C:3]([C:30]2[S:34][C:33]([C:35]3([OH:39])[CH2:36][CH2:37][CH2:38]3)=[N:32][CH:31]=2)=[C:4]2[CH:10]=[C:9]([C:11]3[CH:19]=[CH:18][C:14]([C:15]([OH:17])=[O:16])=[CH:13][CH:12]=3)[N:8]([S:20]([C:23]3[CH:24]=[CH:25][C:26]([CH3:27])=[CH:28][CH:29]=3)(=[O:22])=[O:21])[C:5]2=[N:6][CH:7]=1. (2) Given the reactants [NH2:1][CH2:2][CH2:3][NH:4][C@@H:5]([C@@H:13]([CH3:16])[CH2:14][CH3:15])[C:6]([O:8][C:9]([CH3:12])([CH3:11])[CH3:10])=[O:7].[N+](C1C=C[C:23]([O:26]C(=O)OC2C=CC([N+]([O-])=O)=CC=2)=CC=1)([O-])=O, predict the reaction product. The product is: [CH3:16][C@@H:13]([CH2:14][CH3:15])[C@H:5]([N:4]1[CH2:3][CH2:2][NH:1][C:23]1=[O:26])[C:6]([O:8][C:9]([CH3:10])([CH3:11])[CH3:12])=[O:7]. (3) The product is: [NH2:1][C:2]1[CH:10]=[C:9]([F:11])[CH:8]=[CH:7][C:3]=1[C:4]1[S:19][C:14]2[CH:15]=[CH:16][CH:17]=[CH:18][C:13]=2[N:12]=1. Given the reactants [NH2:1][C:2]1[CH:10]=[C:9]([F:11])[CH:8]=[CH:7][C:3]=1[C:4](O)=O.[NH2:12][C:13]1[CH:18]=[CH:17][CH:16]=[CH:15][C:14]=1[SH:19].C([O-])(O)=O.[Na+], predict the reaction product. (4) Given the reactants [F:1][C:2]1[CH:30]=[C:29]([F:31])[CH:28]=[CH:27][C:3]=1[O:4][CH:5]1[CH2:10][CH2:9][N:8]([C:11]2[N:12]=[C:13]3[CH:26]=[CH:25][N:24]=[CH:23][C:14]3=[N:15][C:16]=2[NH:17][C@H:18]2[CH2:22][CH2:21][O:20][CH2:19]2)[CH2:7][CH2:6]1.CC(C)=O.[C:36](O[C:36](=[O:39])[CH2:37][CH3:38])(=[O:39])[CH2:37][CH3:38], predict the reaction product. The product is: [F:1][C:2]1[CH:30]=[C:29]([F:31])[CH:28]=[CH:27][C:3]=1[O:4][CH:5]1[CH2:10][CH2:9][N:8]([C:11]2[N:12]=[C:13]3[CH2:26][CH2:25][N:24]([C:36](=[O:39])[CH2:37][CH3:38])[CH2:23][C:14]3=[N:15][C:16]=2[NH:17][C@H:18]2[CH2:22][CH2:21][O:20][CH2:19]2)[CH2:7][CH2:6]1. (5) Given the reactants [H-].[Na+].[CH2:3]([O:5][C:6]([C:8]1[NH:16][C:11]2=[N:12][CH:13]=[CH:14][CH:15]=[C:10]2[CH:9]=1)=[O:7])[CH3:4].[CH3:17][O:18][CH2:19][CH2:20]Br.O, predict the reaction product. The product is: [CH2:3]([O:5][C:6]([C:8]1[N:16]([CH2:20][CH2:19][O:18][CH3:17])[C:11]2=[N:12][CH:13]=[CH:14][CH:15]=[C:10]2[CH:9]=1)=[O:7])[CH3:4].